From a dataset of Catalyst prediction with 721,799 reactions and 888 catalyst types from USPTO. Predict which catalyst facilitates the given reaction. (1) Reactant: [O:1]=[C:2]1[CH2:7][CH2:6][C:5]([C:10]2[CH:11]=[N:12][CH:13]=[CH:14][CH:15]=2)([C:8]#[N:9])[CH2:4][CH2:3]1.[CH2:16](O)[CH2:17][OH:18].CC1C=CC(S(O)(=O)=O)=CC=1.O. Product: [N:12]1[CH:13]=[CH:14][CH:15]=[C:10]([C:5]2([C:8]#[N:9])[CH2:4][CH2:3][C:2]3([O:18][CH2:17][CH2:16][O:1]3)[CH2:7][CH2:6]2)[CH:11]=1. The catalyst class is: 11. (2) Reactant: [CH3:1][O:2][C:3]1[CH:12]=[C:11]2[C:6]([C:7]([NH:13][CH3:14])=[N:8][CH:9]=[N:10]2)=[CH:5][C:4]=1[N+:15]([O-])=O. Product: [CH3:1][O:2][C:3]1[CH:12]=[C:11]2[C:6]([C:7]([NH:13][CH3:14])=[N:8][CH:9]=[N:10]2)=[CH:5][C:4]=1[NH2:15]. The catalyst class is: 5. (3) Reactant: C([O:3][C:4]([C:6]1([CH3:16])[C:8]2([CH2:13][CH2:12][CH2:11][C:10]([CH3:15])([CH3:14])[CH2:9]2)[CH2:7]1)=[O:5])C.[OH-].[Na+]. Product: [CH3:16][C:6]1([C:4]([OH:5])=[O:3])[C:8]2([CH2:13][CH2:12][CH2:11][C:10]([CH3:14])([CH3:15])[CH2:9]2)[CH2:7]1. The catalyst class is: 88. (4) Reactant: C(OC(=O)[NH:7][C:8]1[CH:13]=[CH:12][C:11]([C:14]2[CH:19]=[CH:18][CH:17]=[CH:16][CH:15]=2)=[CH:10][C:9]=1[NH2:20])(C)(C)C.CC1(C)O[C:27](=[O:29])[CH:26]=[C:25]([C:30]2[S:31][CH:32]=[CH:33][CH:34]=2)O1.C(O)(C(F)(F)F)=O. Product: [C:14]1([C:11]2[CH:12]=[CH:13][C:8]3[N:7]=[C:25]([C:30]4[S:31][CH:32]=[CH:33][CH:34]=4)[CH2:26][C:27](=[O:29])[NH:20][C:9]=3[CH:10]=2)[CH:15]=[CH:16][CH:17]=[CH:18][CH:19]=1. The catalyst class is: 2. (5) Reactant: F[C:2]1[CH:3]=[C:4]2[C:8](=[CH:9][C:10]=1[F:11])[C:7](=[O:12])[CH2:6][CH2:5]2.[NH:13]1[CH2:18][CH2:17][CH2:16][CH2:15][CH2:14]1. Product: [F:11][C:10]1[CH:9]=[C:8]2[C:4]([CH2:5][CH2:6][C:7]2=[O:12])=[CH:3][C:2]=1[N:13]1[CH2:18][CH2:17][CH2:16][CH2:15][CH2:14]1. The catalyst class is: 17. (6) Reactant: [Br:1][C:2]1[C:3](N)=[N:4][CH:5]=[C:6]([CH3:8])[CH:7]=1.[ClH:10].N([O-])=O.[Na+].N. Product: [Br:1][C:2]1[C:3]([Cl:10])=[N:4][CH:5]=[C:6]([CH3:8])[CH:7]=1. The catalyst class is: 6. (7) Reactant: C(NC(C)C)(C)C.C([Li])CCC.[CH3:13][O:14][C:15](=[O:27])[CH2:16][C:17]1[CH:22]=[CH:21][C:20]([S:23]([CH3:26])(=[O:25])=[O:24])=[CH:19][CH:18]=1.Br[CH2:29][CH:30]1[CH2:35][CH2:34][CH2:33][CH2:32][O:31]1. Product: [CH3:13][O:14][C:15](=[O:27])[CH:16]([C:17]1[CH:18]=[CH:19][C:20]([S:23]([CH3:26])(=[O:24])=[O:25])=[CH:21][CH:22]=1)[CH2:29][CH:30]1[CH2:35][CH2:34][CH2:33][CH2:32][O:31]1. The catalyst class is: 544. (8) Reactant: [CH2:1]([O:3][C:4]([C:6]1[NH:10][C:9]([C:11](O)=[O:12])=[C:8]([S:14]([C:17]2[CH:22]=[CH:21][CH:20]=[CH:19][CH:18]=2)(=[O:16])=[O:15])[C:7]=1[CH3:23])=[O:5])[CH3:2].[N:24]1C=CC=CC=1.C(OC(OC(C)(C)C)=O)(OC(C)(C)C)=O.C(=O)([O-])[O-].[NH4+].[NH4+]. Product: [NH2:24][C:11]([C:9]1[NH:10][C:6]([C:4]([O:3][CH2:1][CH3:2])=[O:5])=[C:7]([CH3:23])[C:8]=1[S:14]([C:17]1[CH:22]=[CH:21][CH:20]=[CH:19][CH:18]=1)(=[O:16])=[O:15])=[O:12]. The catalyst class is: 155. (9) Reactant: [F:1][C:2]1[CH:3]=[C:4]([NH2:8])[CH:5]=[CH:6][CH:7]=1.C(N(CC)CC)C.[C:16]([O:19][C:20]1[C:21](=[CH:25][CH:26]=[CH:27][CH:28]=1)[C:22](Cl)=[O:23])(=[O:18])[CH3:17]. Product: [C:16]([O:19][C:20]1[CH:28]=[CH:27][CH:26]=[CH:25][C:21]=1[C:22](=[O:23])[NH:8][C:4]1[CH:5]=[CH:6][CH:7]=[C:2]([F:1])[CH:3]=1)(=[O:18])[CH3:17]. The catalyst class is: 4.